From a dataset of Forward reaction prediction with 1.9M reactions from USPTO patents (1976-2016). Predict the product of the given reaction. (1) Given the reactants [N+:1]([C:4]1[CH:5]=[C:6]([CH:22]=[CH:23][CH:24]=1)[CH2:7][CH2:8][N:9]1[CH2:14][CH2:13][N:12]([C:15]([O:17][C:18]([CH3:21])([CH3:20])[CH3:19])=[O:16])[CH2:11][CH2:10]1)([O-])=O.[H][H], predict the reaction product. The product is: [NH2:1][C:4]1[CH:5]=[C:6]([CH:22]=[CH:23][CH:24]=1)[CH2:7][CH2:8][N:9]1[CH2:10][CH2:11][N:12]([C:15]([O:17][C:18]([CH3:20])([CH3:21])[CH3:19])=[O:16])[CH2:13][CH2:14]1. (2) Given the reactants [F:1][C:2]1[C:3]([O:35]CC2C=CC=CC=2)=[C:4]([C:8]2[N:13]([CH2:14][CH2:15][C:16]3[CH:21]=[CH:20][CH:19]=[CH:18][CH:17]=3)[C:12](=[O:22])[C:11]([C:23]3[S:24][C:25]([C:28]4[N:29]=[C:30]([CH3:33])[S:31][CH:32]=4)=[CH:26][CH:27]=3)=[C:10]([CH3:34])[N:9]=2)[CH:5]=[CH:6][CH:7]=1, predict the reaction product. The product is: [F:1][C:2]1[C:3]([OH:35])=[C:4]([C:8]2[N:13]([CH2:14][CH2:15][C:16]3[CH:17]=[CH:18][CH:19]=[CH:20][CH:21]=3)[C:12](=[O:22])[C:11]([C:23]3[S:24][C:25]([C:28]4[N:29]=[C:30]([CH3:33])[S:31][CH:32]=4)=[CH:26][CH:27]=3)=[C:10]([CH3:34])[N:9]=2)[CH:5]=[CH:6][CH:7]=1. (3) Given the reactants [Li][CH2:2]CCC.[C:6]([O:10][C:11]([N:13]1[C:21]2[C:16](=[CH:17][C:18]([CH:22]=O)=[CH:19][CH:20]=2)[CH:15]=[CH:14]1)=[O:12])([CH3:9])([CH3:8])[CH3:7].[Cl-].[NH4+], predict the reaction product. The product is: [C:6]([O:10][C:11]([N:13]1[C:21]2[C:16](=[CH:17][C:18]([CH:22]=[CH2:2])=[CH:19][CH:20]=2)[CH:15]=[CH:14]1)=[O:12])([CH3:9])([CH3:8])[CH3:7]. (4) Given the reactants [NH2:1][C@@H:2]1[C@@H:7]2[O:8][C@@H:4]([CH2:5][CH2:6]2)[C@@H:3]1[C:9]([O:11][CH3:12])=[O:10].CCN(CC)CC.[O:20](C(OC(C)(C)C)=O)[C:21]([O:23][C:24]([CH3:27])([CH3:26])[CH3:25])=O, predict the reaction product. The product is: [C:24]([O:23][C:21]([NH:1][C@@H:2]1[C@@H:7]2[O:8][C@@H:4]([CH2:5][CH2:6]2)[C@@H:3]1[C:9]([O:11][CH3:12])=[O:10])=[O:20])([CH3:27])([CH3:26])[CH3:25]. (5) Given the reactants C([O:3][C:4]([C:6]1[C:10]([CH3:11])=[CH:9][NH:8][C:7]=1[CH2:12][CH2:13][NH:14][CH2:15][C:16]1([OH:23])[CH2:21][CH2:20][N:19]([CH3:22])[CH2:18][CH2:17]1)=O)C.O.[OH-].[Li+].Cl, predict the reaction product. The product is: [OH:23][C:16]1([CH2:15][N:14]2[CH2:13][CH2:12][C:7]3[NH:8][CH:9]=[C:10]([CH3:11])[C:6]=3[C:4]2=[O:3])[CH2:21][CH2:20][N:19]([CH3:22])[CH2:18][CH2:17]1. (6) Given the reactants Cl[C:2](Cl)([O:4]C(=O)OC(Cl)(Cl)Cl)Cl.[CH2:13]([NH:15][C:16]1[CH:24]=[C:23]([I:25])[CH:22]=[CH:21][C:17]=1[C:18]([OH:20])=[O:19])[CH3:14], predict the reaction product. The product is: [CH2:13]([N:15]1[C:16]2[CH:24]=[C:23]([I:25])[CH:22]=[CH:21][C:17]=2[C:18](=[O:20])[O:19][C:2]1=[O:4])[CH3:14].